Predict the reaction yield, written as a fraction of the theoretical maximum amount of product (1.0 means a 100% yield; for example, 0.34 means a 34% yield). From a dataset of Reaction yield outcomes from USPTO patents with 853,638 reactions. The reactants are C(NC(C)C)(C)C.[Li]CCCC.[F:13][C:14]1[N:19]=[CH:18][C:17]([C:20]2[S:21][CH:22]=[CH:23][N:24]=2)=[CH:16][CH:15]=1.[N:25]1[CH:30]=[CH:29][C:28]([C:31](=[O:33])[CH3:32])=[CH:27][CH:26]=1. The catalyst is C1COCC1. The product is [F:13][C:14]1[N:19]=[CH:18][C:17]([C:20]2[S:21][C:22]([C:31]([C:28]3[CH:29]=[CH:30][N:25]=[CH:26][CH:27]=3)([OH:33])[CH3:32])=[CH:23][N:24]=2)=[CH:16][CH:15]=1. The yield is 0.220.